This data is from NCI-60 drug combinations with 297,098 pairs across 59 cell lines. The task is: Regression. Given two drug SMILES strings and cell line genomic features, predict the synergy score measuring deviation from expected non-interaction effect. (1) Drug 1: CC1=C(C=C(C=C1)NC2=NC=CC(=N2)N(C)C3=CC4=NN(C(=C4C=C3)C)C)S(=O)(=O)N.Cl. Drug 2: C1CC(C1)(C(=O)O)C(=O)O.[NH2-].[NH2-].[Pt+2]. Cell line: MALME-3M. Synergy scores: CSS=37.4, Synergy_ZIP=-2.91, Synergy_Bliss=3.19, Synergy_Loewe=3.83, Synergy_HSA=4.75. (2) Drug 1: CC1=C(C=C(C=C1)C(=O)NC2=CC(=CC(=C2)C(F)(F)F)N3C=C(N=C3)C)NC4=NC=CC(=N4)C5=CN=CC=C5. Drug 2: CC=C1C(=O)NC(C(=O)OC2CC(=O)NC(C(=O)NC(CSSCCC=C2)C(=O)N1)C(C)C)C(C)C. Cell line: CAKI-1. Synergy scores: CSS=43.6, Synergy_ZIP=1.92, Synergy_Bliss=1.29, Synergy_Loewe=-46.9, Synergy_HSA=-1.54. (3) Drug 1: CC1=C2C(C(=O)C3(C(CC4C(C3C(C(C2(C)C)(CC1OC(=O)C(C(C5=CC=CC=C5)NC(=O)C6=CC=CC=C6)O)O)OC(=O)C7=CC=CC=C7)(CO4)OC(=O)C)O)C)OC(=O)C. Drug 2: C1=NNC2=C1C(=O)NC=N2. Cell line: MOLT-4. Synergy scores: CSS=12.3, Synergy_ZIP=-2.15, Synergy_Bliss=-4.45, Synergy_Loewe=-62.2, Synergy_HSA=-2.73. (4) Drug 1: C1=CC(=C2C(=C1NCCNCCO)C(=O)C3=C(C=CC(=C3C2=O)O)O)NCCNCCO. Drug 2: C1=NC2=C(N=C(N=C2N1C3C(C(C(O3)CO)O)O)F)N. Cell line: RXF 393. Synergy scores: CSS=21.2, Synergy_ZIP=-1.56, Synergy_Bliss=3.14, Synergy_Loewe=-13.8, Synergy_HSA=2.53. (5) Drug 1: CCN(CC)CCCC(C)NC1=C2C=C(C=CC2=NC3=C1C=CC(=C3)Cl)OC. Drug 2: C1CNP(=O)(OC1)N(CCCl)CCCl. Cell line: LOX IMVI. Synergy scores: CSS=36.5, Synergy_ZIP=-7.79, Synergy_Bliss=-6.72, Synergy_Loewe=-39.6, Synergy_HSA=-5.44. (6) Drug 1: C1=NC2=C(N=C(N=C2N1C3C(C(C(O3)CO)O)O)F)N. Drug 2: CC12CCC3C(C1CCC2OP(=O)(O)O)CCC4=C3C=CC(=C4)OC(=O)N(CCCl)CCCl.[Na+]. Cell line: SK-MEL-5. Synergy scores: CSS=32.5, Synergy_ZIP=-8.71, Synergy_Bliss=-5.79, Synergy_Loewe=-2.22, Synergy_HSA=-2.20. (7) Drug 1: CN(CC1=CN=C2C(=N1)C(=NC(=N2)N)N)C3=CC=C(C=C3)C(=O)NC(CCC(=O)O)C(=O)O. Drug 2: CC(C)NC(=O)C1=CC=C(C=C1)CNNC.Cl. Cell line: EKVX. Synergy scores: CSS=-4.08, Synergy_ZIP=3.30, Synergy_Bliss=2.25, Synergy_Loewe=-2.83, Synergy_HSA=-5.61. (8) Drug 1: C1=NC2=C(N1)C(=S)N=C(N2)N. Drug 2: CCC1(CC2CC(C3=C(CCN(C2)C1)C4=CC=CC=C4N3)(C5=C(C=C6C(=C5)C78CCN9C7C(C=CC9)(C(C(C8N6C)(C(=O)OC)O)OC(=O)C)CC)OC)C(=O)OC)O.OS(=O)(=O)O. Cell line: OVCAR-4. Synergy scores: CSS=31.7, Synergy_ZIP=-5.98, Synergy_Bliss=-2.05, Synergy_Loewe=-9.75, Synergy_HSA=1.19.